Dataset: Forward reaction prediction with 1.9M reactions from USPTO patents (1976-2016). Task: Predict the product of the given reaction. (1) Given the reactants [CH2:1]([N:8]1[CH:12]=[C:11]([CH2:13][OH:14])[CH:10]=[N:9]1)[C:2]1[CH:7]=[CH:6][CH:5]=[CH:4][CH:3]=1.CC(OI1(OC(C)=O)(OC(C)=O)OC(=O)C2C=CC=CC1=2)=O, predict the reaction product. The product is: [CH2:1]([N:8]1[CH:12]=[C:11]([CH:13]=[O:14])[CH:10]=[N:9]1)[C:2]1[CH:3]=[CH:4][CH:5]=[CH:6][CH:7]=1. (2) The product is: [CH3:4][O:5][C:6]([C:8]1[CH:12]=[C:11]([C:13]2[CH:18]=[CH:17][CH:16]=[CH:15][N:14]=2)[N:10]([C:19]2[N:20]=[N:21][C:22]([O:2][CH3:1])=[CH:23][CH:24]=2)[N:9]=1)=[O:7]. Given the reactants [CH3:1][O-:2].[Na+].[CH3:4][O:5][C:6]([C:8]1[CH:12]=[C:11]([C:13]2[CH:18]=[CH:17][CH:16]=[CH:15][N:14]=2)[N:10]([C:19]2[N:20]=[N:21][C:22](Cl)=[CH:23][CH:24]=2)[N:9]=1)=[O:7].Cl, predict the reaction product. (3) Given the reactants [C:1]([C:3]1[CH:14]=[CH:13][C:6]([CH2:7][N:8]2[CH2:12][CH2:11][CH2:10][CH2:9]2)=[CH:5][CH:4]=1)#[CH:2].CCN(C(C)C)C(C)C.[CH3:24][O:25][C:26](=[O:39])[CH:27]=[CH:28][C:29]1[CH:34]=[CH:33][C:32]([CH2:35][N:36]=[N+:37]=[N-:38])=[CH:31][CH:30]=1.O=C1O[C@H]([C@H](CO)O)C([O-])=C1O.[Na+], predict the reaction product. The product is: [CH3:24][O:25][C:26](=[O:39])[CH:27]=[CH:28][C:29]1[CH:34]=[CH:33][C:32]([CH2:35][N:36]2[CH:2]=[C:1]([C:3]3[CH:14]=[CH:13][C:6]([CH2:7][N:8]4[CH2:12][CH2:11][CH2:10][CH2:9]4)=[CH:5][CH:4]=3)[N:38]=[N:37]2)=[CH:31][CH:30]=1. (4) Given the reactants [N:1]1([C:6]2[CH:7]=[C:8]([NH:16][C:17](=[O:36])[C:18]3[CH:23]=[CH:22][C:21]([CH3:24])=[C:20]([C:25]#[C:26][C:27]4[N:31]5[CH:32]=[CH:33][N:34]=[CH:35][C:30]5=[N:29][CH:28]=4)[CH:19]=3)[CH:9]=[C:10]([C:12]([F:15])([F:14])[F:13])[CH:11]=2)[CH:5]=[CH:4][N:3]=[CH:2]1.[ClH:37], predict the reaction product. The product is: [ClH:37].[N:1]1([C:6]2[CH:7]=[C:8]([NH:16][C:17](=[O:36])[C:18]3[CH:23]=[CH:22][C:21]([CH3:24])=[C:20]([C:25]#[C:26][C:27]4[N:31]5[CH:32]=[CH:33][N:34]=[CH:35][C:30]5=[N:29][CH:28]=4)[CH:19]=3)[CH:9]=[C:10]([C:12]([F:15])([F:13])[F:14])[CH:11]=2)[CH:5]=[CH:4][N:3]=[CH:2]1. (5) Given the reactants [CH2:1]([O:3][C:4](=[O:21])[C:5]([O:8][C:9]1[CH:14]=[CH:13][C:12]([CH:15]([C:17]([OH:19])=O)[CH3:16])=[CH:11][C:10]=1[CH3:20])([CH3:7])[CH3:6])[CH3:2].[CH:22]1([C:25]2[C:30]([NH2:31])=[CH:29][N:28]=[C:27]([C:32]3[CH:37]=[CH:36][C:35]([C:38]([F:41])([F:40])[F:39])=[CH:34][CH:33]=3)[N:26]=2)[CH2:24][CH2:23]1.C1(C2C(C(O)=O)=CN=C(C3C=CC(C(F)(F)F)=CC=3)N=2)CC1, predict the reaction product. The product is: [CH2:1]([O:3][C:4](=[O:21])[C:5]([O:8][C:9]1[CH:14]=[CH:13][C:12]([CH:15]([C:17](=[O:19])[NH:31][C:30]2[C:25]([CH:22]3[CH2:23][CH2:24]3)=[N:26][C:27]([C:32]3[CH:33]=[CH:34][C:35]([C:38]([F:41])([F:40])[F:39])=[CH:36][CH:37]=3)=[N:28][CH:29]=2)[CH3:16])=[CH:11][C:10]=1[CH3:20])([CH3:6])[CH3:7])[CH3:2]. (6) Given the reactants [OH:1][CH2:2][C:3]([CH2:8][OH:9])([CH2:6][OH:7])[CH2:4][OH:5].[SH:10][CH:11]([CH3:16])[CH2:12][C:13]([OH:15])=O.[OH2:17].C1(C)[CH:23]=[CH:22][C:21]([S:24](O)(=O)=O)=[CH:20]C=1.[C:29](=[O:32])([O-])O.[Na+], predict the reaction product. The product is: [SH:24][CH:21]([CH3:20])[CH2:22][C:23]([O:1][CH2:2][C:3]([CH2:8][OH:9])([CH2:6][O:7][C:29](=[O:32])[CH2:12][CH:11]([SH:10])[CH3:16])[CH2:4][O:5][C:13](=[O:15])[CH2:12][CH:11]([SH:10])[CH3:16])=[O:17]. (7) Given the reactants [N:1]1[N:5]2[CH:6]=[CH:7][CH:8]=[CH:9][C:4]2=[C:3]([C:10]2[N:18]=[C:17]3[C:13]([N:14]=[C:15]([NH2:25])[N:16]3[CH:19]3[CH2:24][CH2:23][O:22][CH2:21][CH2:20]3)=[CH:12][N:11]=2)[CH:2]=1.CCN(C(C)C)C(C)C.Br[CH2:36][CH2:37][CH2:38][C:39](Cl)=[O:40], predict the reaction product. The product is: [N:1]1[N:5]2[CH:6]=[CH:7][CH:8]=[CH:9][C:4]2=[C:3]([C:10]2[N:18]=[C:17]3[C:13]([N:14]=[C:15]([N:25]4[CH2:36][CH2:37][CH2:38][C:39]4=[O:40])[N:16]3[CH:19]3[CH2:20][CH2:21][O:22][CH2:23][CH2:24]3)=[CH:12][N:11]=2)[CH:2]=1.